Dataset: Full USPTO retrosynthesis dataset with 1.9M reactions from patents (1976-2016). Task: Predict the reactants needed to synthesize the given product. The reactants are: [NH2:1][CH:2]1[C:8]2[CH:9]=[C:10]([Cl:14])[CH:11]=[C:12]([CH3:13])[C:7]=2[O:6][CH2:5][CH2:4][CH2:3]1.[CH3:15][S:16](Cl)(=[O:18])=[O:17]. Given the product [Cl:14][C:10]1[CH:11]=[C:12]([CH3:13])[C:7]2[O:6][CH2:5][CH2:4][CH2:3][CH:2]([NH:1][S:16]([CH3:15])(=[O:18])=[O:17])[C:8]=2[CH:9]=1, predict the reactants needed to synthesize it.